Predict the reaction yield, written as a fraction of the theoretical maximum amount of product (1.0 means a 100% yield; for example, 0.34 means a 34% yield). From a dataset of Reaction yield outcomes from USPTO patents with 853,638 reactions. (1) The reactants are [NH2:1][C@@H:2]([CH2:25][C:26]1[CH:31]=[CH:30][CH:29]=[C:28]([Cl:32])[CH:27]=1)[CH2:3][N:4]([C:8]1[S:9][C:10]([C:16]2[S:17][C:18]3[CH:19]=[N:20][CH:21]=[CH:22][C:23]=3[N:24]=2)=[C:11]([CH2:13][O:14][CH3:15])[N:12]=1)C(=O)C.C1COCC1.Cl.[OH-].[Na+]. No catalyst specified. The product is [NH2:1][C@@H:2]([CH2:25][C:26]1[CH:31]=[CH:30][CH:29]=[C:28]([Cl:32])[CH:27]=1)[CH2:3][NH:4][C:8]1[S:9][C:10]([C:16]2[S:17][C:18]3[CH:19]=[N:20][CH:21]=[CH:22][C:23]=3[N:24]=2)=[C:11]([CH2:13][O:14][CH3:15])[N:12]=1. The yield is 0.380. (2) The reactants are [N:1]([CH2:4][C:5]([O:7][CH2:8][CH3:9])=[O:6])=[N+:2]=[N-:3].[OH:10][C:11]1([C:16]#N)[CH2:15][CH2:14][CH2:13][CH2:12]1.O=[C:19]1O[C@H]([C@H](CO)O)C([O-])=C1O.[Na+]. The catalyst is C(O)(C)(C)C.O.S([O-])([O-])(=O)=O.[Cu+2]. The product is [OH:10][C:11]1([C:16]2[N:3]=[N:2][N:1]([CH2:4][C:5]([O:7][CH2:8][CH3:9])=[O:6])[CH:19]=2)[CH2:15][CH2:14][CH2:13][CH2:12]1. The yield is 0.980.